From a dataset of Forward reaction prediction with 1.9M reactions from USPTO patents (1976-2016). Predict the product of the given reaction. (1) Given the reactants O.Cl.[NH2:3][C@H:4]([C:7]([OH:9])=[O:8])[CH2:5][SH:6].C([O-])(=O)C.[K+].CO.[N:17]1[CH:22]=[CH:21][CH:20]=[CH:19][C:18]=1[CH:23]=O, predict the reaction product. The product is: [N:17]1[CH:22]=[CH:21][CH:20]=[CH:19][C:18]=1[C@@H:23]1[NH:3][CH:4]([C:7]([OH:9])=[O:8])[CH2:5][S:6]1. (2) Given the reactants [Br:1][C:2]1[CH:3]=[N:4][CH:5]=[C:6]2[C:11]=1[N:10]=[C:9]([C:12]([OH:14])=O)[CH:8]=[CH:7]2.CN(C(ON1N=NC2C=CC=NC1=2)=[N+](C)C)C.F[P-](F)(F)(F)(F)F.Cl.[CH3:40][O:41][C:42]1([CH3:46])[CH2:45][NH:44][CH2:43]1.CCN(C(C)C)C(C)C, predict the reaction product. The product is: [Br:1][C:2]1[CH:3]=[N:4][CH:5]=[C:6]2[C:11]=1[N:10]=[C:9]([C:12]([N:44]1[CH2:45][C:42]([O:41][CH3:40])([CH3:46])[CH2:43]1)=[O:14])[CH:8]=[CH:7]2. (3) Given the reactants C[O:2][C:3](=[O:25])[C:4]1[CH:9]=[CH:8][CH:7]=[C:6]([C:10]2[N:11]=[C:12](Cl)[C:13]3[N:14]([C:16](=[O:23])[N:17]([C:19]([CH3:22])([CH3:21])[CH3:20])[N:18]=3)[CH:15]=2)[CH:5]=1.[CH:26]([NH2:29])([CH3:28])[CH3:27], predict the reaction product. The product is: [C:19]([N:17]1[C:16](=[O:23])[N:14]2[CH:15]=[C:10]([C:6]3[CH:5]=[C:4]([CH:9]=[CH:8][CH:7]=3)[C:3]([OH:2])=[O:25])[N:11]=[C:12]([NH:29][CH:26]([CH3:28])[CH3:27])[C:13]2=[N:18]1)([CH3:21])([CH3:20])[CH3:22]. (4) Given the reactants I[CH2:2][C@@H:3]([CH3:16])[CH2:4][N:5]1[C:10]2[CH:11]=[CH:12][CH:13]=[CH:14][C:9]=2[O:8][CH2:7][C:6]1=[O:15].[CH2:17]([CH:21]1[CH2:26][CH2:25][NH:24][CH2:23][CH2:22]1)[CH2:18][CH2:19][CH3:20], predict the reaction product. The product is: [CH2:17]([CH:21]1[CH2:26][CH2:25][N:24]([CH2:2][C@@H:3]([CH3:16])[CH2:4][N:5]2[C:10]3[CH:11]=[CH:12][CH:13]=[CH:14][C:9]=3[O:8][CH2:7][C:6]2=[O:15])[CH2:23][CH2:22]1)[CH2:18][CH2:19][CH3:20]. (5) Given the reactants Br[C:2]1[CH:3]=[CH:4][C:5]([CH:8]=[O:9])=[N:6][CH:7]=1.[F:10][C:11]1[C:12](B(O)O)=[CH:13][C:14]([O:17][CH3:18])=[N:15][CH:16]=1.COC1C=CC=C(OC)C=1C1C=CC=CC=1P(C1CCCCC1)C1CCCCC1.[O-]P([O-])([O-])=O.[K+].[K+].[K+], predict the reaction product. The product is: [F:10][C:11]1[C:12]([C:2]2[CH:7]=[N:6][C:5]([CH:8]=[O:9])=[CH:4][CH:3]=2)=[CH:13][C:14]([O:17][CH3:18])=[N:15][CH:16]=1. (6) The product is: [F:27][C:28]1[CH:33]=[C:32]([F:34])[C:31]([F:35])=[CH:30][C:29]=1[NH:36][C:37](=[O:38])[NH:1][C:2]1[CH:7]=[CH:6][C:5]([C:8]2[S:12][C:11]([C:13]34[CH2:22][CH:17]5[CH2:18][CH:19]([CH2:21][C:15]([C:23]([O:25][CH3:26])=[O:24])([CH2:16]5)[CH2:14]3)[CH2:20]4)=[N:10][CH:9]=2)=[CH:4][CH:3]=1. Given the reactants [NH2:1][C:2]1[CH:7]=[CH:6][C:5]([C:8]2[S:12][C:11]([C:13]34[CH2:22][CH:17]5[CH2:18][CH:19]([CH2:21][C:15]([C:23]([O:25][CH3:26])=[O:24])([CH2:16]5)[CH2:14]3)[CH2:20]4)=[N:10][CH:9]=2)=[CH:4][CH:3]=1.[F:27][C:28]1[CH:33]=[C:32]([F:34])[C:31]([F:35])=[CH:30][C:29]=1[N:36]=[C:37]=[O:38], predict the reaction product. (7) Given the reactants [Cl:1][C:2]1[CH:7]=[CH:6][CH:5]=[CH:4][C:3]=1/[CH:8]=[CH:9]/[C:10]([OH:12])=O.C(N(CC)CC)C.C1C=CC(P([N:34]=[N+:35]=[N-:36])(C2C=CC=CC=2)=O)=CC=1, predict the reaction product. The product is: [Cl:1][C:2]1[CH:7]=[CH:6][CH:5]=[CH:4][C:3]=1/[CH:8]=[CH:9]/[C:10]([N:34]=[N+:35]=[N-:36])=[O:12]. (8) Given the reactants [H-].[H-].COCCO[Al+]OCCOC.[Na+].N1CCOCC1.[CH3:21][O:22][CH2:23][O:24][CH2:25][C:26]1[N:31]2[CH:32]=[CH:33][N:34]=[C:30]2[C:29]([C:35](OC)=[O:36])=[CH:28][CH:27]=1, predict the reaction product. The product is: [CH3:21][O:22][CH2:23][O:24][CH2:25][C:26]1[N:31]2[CH:32]=[CH:33][N:34]=[C:30]2[C:29]([CH:35]=[O:36])=[CH:28][CH:27]=1. (9) Given the reactants [NH2:1][CH2:2][C:3]1[CH:8]=[CH:7][C:6]([CH2:9][OH:10])=[CH:5][CH:4]=1.ON1[C:16]2[CH:17]=[CH:18][CH:19]=[CH:20][C:15]=2[N:14]=N1.CN1CC[O:25]CC1.CCN=C=NCCCN(C)C, predict the reaction product. The product is: [OH:10][CH2:9][C:6]1[CH:7]=[CH:8][C:3]([CH2:2][NH:1][C:20]([C:19]2[CH:18]=[CH:17][CH:16]=[CH:15][N:14]=2)=[O:25])=[CH:4][CH:5]=1. (10) The product is: [F:12][C:13]1[CH:18]=[C:17]([N+:19]([O-:21])=[O:20])[CH:16]=[CH:15][C:14]=1[NH:11][C:10]1[C:5]2[CH:4]=[CH:3][N:2]([CH3:1])[C:6]=2[N:7]=[CH:8][CH:9]=1. Given the reactants [CH3:1][N:2]1[C:6]2[N:7]=[CH:8][CH:9]=[C:10]([NH2:11])[C:5]=2[CH:4]=[CH:3]1.[F:12][C:13]1[CH:18]=[C:17]([N+:19]([O-:21])=[O:20])[CH:16]=[CH:15][C:14]=1I.CC(C)([O-])C.[Na+], predict the reaction product.